Dataset: Catalyst prediction with 721,799 reactions and 888 catalyst types from USPTO. Task: Predict which catalyst facilitates the given reaction. (1) Reactant: [C:1]1([CH:7]([C:53]2[CH:58]=[CH:57][CH:56]=[CH:55][CH:54]=2)[CH2:8][CH2:9][N:10]2[CH:15]=[CH:14][CH:13]=[C:12]([C:16]([NH:18][C@@H:19]([CH2:27][CH2:28][CH2:29][NH:30][C:31]([NH:33]S(C3C(C)=C4C(=C(C)C=3C)OC(C)(C)CC4)(=O)=O)=[NH:32])[C:20]([O:22]C(C)(C)C)=[O:21])=[O:17])[C:11]2=[O:52])[CH:6]=[CH:5][CH:4]=[CH:3][CH:2]=1.[C:59]([OH:65])([C:61]([F:64])([F:63])[F:62])=[O:60].C([SiH](CC)CC)C. Product: [NH:30]([CH2:29][CH2:28][CH2:27][C@H:19]([NH:18][C:16]([C:12]1[C:11](=[O:52])[N:10]([CH2:9][CH2:8][CH:7]([C:1]2[CH:2]=[CH:3][CH:4]=[CH:5][CH:6]=2)[C:53]2[CH:58]=[CH:57][CH:56]=[CH:55][CH:54]=2)[CH:15]=[CH:14][CH:13]=1)=[O:17])[C:20]([OH:22])=[O:21])[C:31]([NH2:33])=[NH:32].[C:59]([OH:65])([C:61]([F:64])([F:63])[F:62])=[O:60]. The catalyst class is: 6. (2) Reactant: C(N(CC)CC)C.Cl[C:9]1[C:14]([CH:15]=O)=[C:13]([Cl:17])[N:12]=[CH:11][N:10]=1.Cl.Cl.[CH2:20]([NH:27][NH2:28])[C:21]1[CH:26]=[CH:25][CH:24]=[CH:23][CH:22]=1. Product: [CH2:20]([N:27]1[C:9]2=[N:10][CH:11]=[N:12][C:13]([Cl:17])=[C:14]2[CH:15]=[N:28]1)[C:21]1[CH:26]=[CH:25][CH:24]=[CH:23][CH:22]=1. The catalyst class is: 1. (3) Reactant: [C:1]([O:5][C:6]([N:8]1[CH2:15][CH2:14][CH:13]2[CH:11]([O:12]2)[CH2:10][CH2:9]1)=[O:7])([CH3:4])([CH3:3])[CH3:2].O.[Cl-].[NH4+].[N-:19]=[N+:20]=[N-:21].[Na+]. Product: [C:1]([O:5][C:6]([N:8]1[CH2:15][CH2:14][CH:13]([OH:12])[CH:11]([N:19]=[N+:20]=[N-:21])[CH2:10][CH2:9]1)=[O:7])([CH3:4])([CH3:3])[CH3:2]. The catalyst class is: 8.